Predict the reaction yield, written as a fraction of the theoretical maximum amount of product (1.0 means a 100% yield; for example, 0.34 means a 34% yield). From a dataset of Reaction yield outcomes from USPTO patents with 853,638 reactions. The reactants are N1C=CN=C1.[C:6]([Si:10]([CH3:13])([CH3:12])Cl)([CH3:9])([CH3:8])[CH3:7].[Br:14][CH2:15][CH2:16][CH2:17][OH:18].CCOC(C)=O. The catalyst is C1COCC1. The product is [Br:14][CH2:15][CH2:16][CH2:17][O:18][Si:10]([CH3:13])([CH3:12])[C:6]([CH3:9])([CH3:8])[CH3:7]. The yield is 0.220.